Dataset: Forward reaction prediction with 1.9M reactions from USPTO patents (1976-2016). Task: Predict the product of the given reaction. Given the reactants [CH3:1][C:2]1[CH:7]=[CH:6][C:5]([C:8]2[O:9][C:10]([CH3:13])=[N:11][N:12]=2)=[CH:4][C:3]=1[C:14]1[CH:19]=[CH:18][C:17]([C:20](O)=[O:21])=[CH:16][CH:15]=1.[CH:23]1([CH:26]([NH2:30])[CH:27]2[CH2:29][CH2:28]2)[CH2:25][CH2:24]1, predict the reaction product. The product is: [CH:23]1([CH:26]([CH:27]2[CH2:29][CH2:28]2)[NH:30][C:20]([C:17]2[CH:16]=[CH:15][C:14]([C:3]3[CH:4]=[C:5]([C:8]4[O:9][C:10]([CH3:13])=[N:11][N:12]=4)[CH:6]=[CH:7][C:2]=3[CH3:1])=[CH:19][CH:18]=2)=[O:21])[CH2:25][CH2:24]1.